This data is from Forward reaction prediction with 1.9M reactions from USPTO patents (1976-2016). The task is: Predict the product of the given reaction. (1) Given the reactants [I-:1].[I-:1].[I-:1].[CH3:4][N:5]([CH3:23])[C:6]1[CH:7]=[C:8]([CH2:21][CH3:22])[C:9]2[C:18]([CH:19]=1)=[S+:17][C:16]1[C:11](=[C:12]([CH3:20])[CH:13]=[CH:14][CH:15]=1)[N:10]=2.[CH3:4][N:5]([C:6]1[CH:7]=[C:8]([CH2:21][CH3:22])[C:9]2[C:18]([CH:19]=1)=[S+:17][C:16]1[C:11](=[C:12]([CH3:20])[CH:13]=[CH:14][CH:15]=1)[N:10]=2)[CH3:23].[CH3:4][N:5]([C:6]1[CH:7]=[C:8]([CH2:21][CH3:22])[C:9]2[C:18]([CH:19]=1)=[S+:17][C:16]1[C:11](=[C:12]([CH3:20])[CH:13]=[CH:14][CH:15]=1)[N:10]=2)[CH3:23].Cl.[F:65][C:66]([F:77])([F:76])[S:67]([N:70]1[CH2:75][CH2:74][NH2+:73][CH2:72][CH2:71]1)(=[O:69])=[O:68].C(N(CC)CC)C, predict the reaction product. The product is: [I-:1].[CH3:4][N:5]([CH3:23])[C:6]1[CH:7]=[C:8]([CH2:21][CH3:22])[C:9]2[C:18]([CH:19]=1)=[S+:17][C:16]1[C:11](=[C:12]([CH3:20])[CH:13]=[C:14]([N:73]3[CH2:72][CH2:71][N:70]([S:67]([C:66]([F:76])([F:77])[F:65])(=[O:68])=[O:69])[CH2:75][CH2:74]3)[CH:15]=1)[N:10]=2. (2) Given the reactants [CH2:1]([N:3]([CH2:27][CH:28]1[CH2:32][CH2:31][CH2:30][O:29]1)[C:4]1[C:5]2[CH2:26][NH:25][CH2:24][CH2:23][C:6]=2[N:7]=[C:8]([NH:10][C:11]2[CH:16]=[CH:15][C:14]([N:17]3[CH:21]=[CH:20][N:19]=[C:18]3[CH3:22])=[CH:13][CH:12]=2)[N:9]=1)[CH3:2].[C:33](O)(=[O:35])[CH3:34].C(O)C=O.C([BH3-])#N.[Na+], predict the reaction product. The product is: [CH2:1]([N:3]([CH2:27][CH:28]1[CH2:32][CH2:31][CH2:30][O:29]1)[C:4]1[C:5]2[CH2:26][N:25]([CH2:34][CH2:33][OH:35])[CH2:24][CH2:23][C:6]=2[N:7]=[C:8]([NH:10][C:11]2[CH:12]=[CH:13][C:14]([N:17]3[CH:21]=[CH:20][N:19]=[C:18]3[CH3:22])=[CH:15][CH:16]=2)[N:9]=1)[CH3:2]. (3) Given the reactants [H-].[Na+].[Cl:3][C:4]1[C:13]2[C:8](=[CH:9][C:10]([CH2:14][OH:15])=[CH:11][CH:12]=2)[N:7]=[C:6]([CH3:16])[CH:5]=1.F[C:18]1[CH:25]=[CH:24][C:21]([C:22]#[N:23])=[CH:20][CH:19]=1, predict the reaction product. The product is: [Cl:3][C:4]1[C:13]2[C:8](=[CH:9][C:10]([CH2:14][O:15][C:18]3[CH:25]=[CH:24][C:21]([C:22]#[N:23])=[CH:20][CH:19]=3)=[CH:11][CH:12]=2)[N:7]=[C:6]([CH3:16])[CH:5]=1. (4) Given the reactants [N+:1](=[CH:3][C:4]([O:6][CH2:7][CH3:8])=[O:5])=[N-:2].[CH:9]([Si:12]([CH:19]([CH3:21])[CH3:20])([CH:16]([CH3:18])[CH3:17])[C:13]#[C:14][CH3:15])([CH3:11])[CH3:10], predict the reaction product. The product is: [CH2:7]([O:6][C:4]([C:3]1[C:14]([CH3:15])=[C:13]([Si:12]([CH:16]([CH3:18])[CH3:17])([CH:9]([CH3:11])[CH3:10])[CH:19]([CH3:20])[CH3:21])[NH:2][N:1]=1)=[O:5])[CH3:8]. (5) Given the reactants [CH3:1][O:2][C:3]1[CH:11]=[C:10]([CH3:12])[CH:9]=[CH:8][C:4]=1[C:5](O)=[O:6].[CH3:13][S:14]([NH2:17])(=[O:16])=[O:15].Cl.CN(C)CCCN=C=NCC, predict the reaction product. The product is: [CH3:1][O:2][C:3]1[CH:11]=[C:10]([CH3:12])[CH:9]=[CH:8][C:4]=1[C:5]([NH:17][S:14]([CH3:13])(=[O:16])=[O:15])=[O:6]. (6) Given the reactants [N:1]1([C:6]([O:8][C:9]([CH3:12])([CH3:11])[CH3:10])=[O:7])[CH2:5][CH:4]=[CH:3][CH2:2]1.[N+](=[CH:15][C:16]([O:18][CH2:19][CH3:20])=[O:17])=[N-], predict the reaction product. The product is: [CH:3]12[CH:15]([C:16]([O:18][CH2:19][CH3:20])=[O:17])[CH:4]1[CH2:5][N:1]([C:6]([O:8][C:9]([CH3:12])([CH3:11])[CH3:10])=[O:7])[CH2:2]2.